Dataset: HIV replication inhibition screening data with 41,000+ compounds from the AIDS Antiviral Screen. Task: Binary Classification. Given a drug SMILES string, predict its activity (active/inactive) in a high-throughput screening assay against a specified biological target. (1) The compound is COc1ccc(C(=O)C(C(=O)CCC(=O)Nc2cccc(C(F)(F)F)c2)c2ccccc2)cc1. The result is 0 (inactive). (2) The compound is O=[N+]([O-])c1ccc(-c2noc(-c3ccccc3)c2C2=NCCN2)cc1. The result is 0 (inactive). (3) The drug is CCNC(=N)C(C)SS(=O)(=O)O. The result is 0 (inactive). (4) The molecule is N#CC(=Cc1c(Cl)cccc1Cl)c1nc(-c2ccc(Cl)cc2)cs1. The result is 0 (inactive).